The task is: Predict the reaction yield, written as a fraction of the theoretical maximum amount of product (1.0 means a 100% yield; for example, 0.34 means a 34% yield).. This data is from Reaction yield outcomes from USPTO patents with 853,638 reactions. (1) The reactants are [CH3:1][O:2][C:3]1[CH:10]=[C:9]([CH3:11])[CH:8]=[CH:7][C:4]=1[C:5]#[N:6].[Br:12]N1C(=O)CCC1=O. The catalyst is C(Cl)(Cl)(Cl)Cl.C(OCC)C.C(OOC(=O)C1C=CC=CC=1)(=O)C1C=CC=CC=1. The product is [Br:12][CH2:11][C:9]1[CH:8]=[CH:7][C:4]([C:5]#[N:6])=[C:3]([O:2][CH3:1])[CH:10]=1. The yield is 0.680. (2) The reactants are [CH2:1]([N:8]([CH2:30][CH2:31][C:32]1[CH:37]=[CH:36][CH:35]=[CH:34][CH:33]=1)[C:9](=[O:29])[CH2:10][C:11]1[CH:28]=[CH:27][C:14]([CH2:15][O:16][C:17]2[CH:26]=[CH:25][CH:24]=[CH:23][C:18]=2[C:19]([O:21]C)=[O:20])=[CH:13][CH:12]=1)[CH2:2][CH2:3][CH2:4][CH2:5][CH2:6][CH3:7].[OH-].[K+]. The catalyst is CCO. The product is [CH2:1]([N:8]([CH2:30][CH2:31][C:32]1[CH:37]=[CH:36][CH:35]=[CH:34][CH:33]=1)[C:9](=[O:29])[CH2:10][C:11]1[CH:12]=[CH:13][C:14]([CH2:15][O:16][C:17]2[CH:26]=[CH:25][CH:24]=[CH:23][C:18]=2[C:19]([OH:21])=[O:20])=[CH:27][CH:28]=1)[CH2:2][CH2:3][CH2:4][CH2:5][CH2:6][CH3:7]. The yield is 0.112. (3) The reactants are [NH2:1][CH:2]1[CH2:7][CH2:6][N:5]([CH2:8][CH:9]([N:11]2[C:20]3[C:15](=[CH:16][CH:17]=[C:18]([O:21][CH3:22])[CH:19]=3)[N:14]=[CH:13][C:12]2=[O:23])[CH3:10])[CH2:4][CH2:3]1.[O:24]=[C:25]1[CH2:30][O:29][C:28]2[CH:31]=[CH:32][C:33]([CH:35]=O)=[N:34][C:27]=2[NH:26]1.C(O[BH-](OC(=O)C)OC(=O)C)(=O)C.[Na+]. The product is [CH3:22][O:21][C:18]1[CH:19]=[C:20]2[C:15]([N:14]=[CH:13][C:12](=[O:23])[N:11]2[CH:9]([CH3:10])[CH2:8][N:5]2[CH2:6][CH2:7][CH:2]([NH:1][CH2:35][C:33]3[CH:32]=[CH:31][C:28]4[O:29][CH2:30][C:25](=[O:24])[NH:26][C:27]=4[N:34]=3)[CH2:3][CH2:4]2)=[CH:16][CH:17]=1. The catalyst is CO.ClCCl. The yield is 0.630. (4) The reactants are [C:1]1([S:7]([C:10]#[N:11])(=[O:9])=[O:8])[CH:6]=[CH:5][CH:4]=[CH:3][CH:2]=1.[C:12]1([CH3:18])[CH:17]=CC=[CH:14][CH:13]=1.B(OCCCC)(OCCCC)OCCCC. The catalyst is C(O)CCC. The product is [C:1]1([S:7]([C:10]2[CH:14]=[CH:13][C:12]([CH3:18])=[CH:17][N:11]=2)(=[O:8])=[O:9])[CH:2]=[CH:3][CH:4]=[CH:5][CH:6]=1. The yield is 0.890. (5) The reactants are [O:1]1[CH2:6][CH2:5][CH2:4][O:3][CH:2]1[C:7]1[CH:8]=[CH:9][C:10]([C:13]2[S:21][C:20]3[C:15](=[N:16][CH:17]=[CH:18][C:19]=3[O:22][C:23]3[CH:28]=[CH:27][C:26]([NH:29][C:30]([NH:32][C:33](=[O:42])[CH2:34][C:35]4[CH:40]=[CH:39][C:38]([F:41])=[CH:37][CH:36]=4)=[S:31])=[CH:25][C:24]=3[F:43])[CH:14]=2)=[N:11][CH:12]=1.[CH2:44](OC(OCC)C1C=CC(C2SC3C(=NC=CC=3OC3C=CC(N)=CC=3F)C=2)=NC=1)C. No catalyst specified. The product is [CH2:4]([O:3][CH:2]([O:1][CH2:6][CH3:5])[C:7]1[CH:8]=[CH:9][C:10]([C:13]2[S:21][C:20]3[C:15](=[N:16][CH:17]=[CH:18][C:19]=3[O:22][C:23]3[CH:28]=[CH:27][C:26]([NH:29][C:30]([NH:32][C:33](=[O:42])[CH2:34][C:35]4[CH:40]=[CH:39][C:38]([F:41])=[CH:37][CH:36]=4)=[S:31])=[CH:25][C:24]=3[F:43])[CH:14]=2)=[N:11][CH:12]=1)[CH3:44]. The yield is 0.310.